The task is: Predict the reactants needed to synthesize the given product.. This data is from Full USPTO retrosynthesis dataset with 1.9M reactions from patents (1976-2016). (1) Given the product [Br:1][C:2]1[CH:7]=[CH:6][C:5]([C:19]2[C:18]([S:15]([NH:14][C:10]([CH3:13])([CH3:12])[CH3:11])(=[O:16])=[O:17])=[CH:23][CH:22]=[CH:21][CH:20]=2)=[CH:4][C:3]=1[F:9], predict the reactants needed to synthesize it. The reactants are: [Br:1][C:2]1[CH:7]=[CH:6][C:5](I)=[CH:4][C:3]=1[F:9].[C:10]([NH:14][S:15]([C:18]1[CH:23]=[CH:22][CH:21]=[CH:20][C:19]=1B(O)O)(=[O:17])=[O:16])([CH3:13])([CH3:12])[CH3:11].C([O-])([O-])=O.[Na+].[Na+].C(Cl)Cl. (2) Given the product [Br:23][C:16]1[N:15]=[C:14]2[N:10]([CH2:9][C:8]3[CH:24]=[CH:25][C:5]([OH:4])=[CH:6][C:7]=3[Cl:26])[C:11]([CH3:12])=[N:20][C:19]2=[CH:18][CH:17]=1, predict the reactants needed to synthesize it. The reactants are: C([O:4][C:5]1[CH:25]=[CH:24][C:8]([CH2:9][N:10]([C:14]2[C:19]([N+:20]([O-])=O)=[CH:18][CH:17]=[C:16]([Br:23])[N:15]=2)[C:11](=O)[CH3:12])=[C:7]([Cl:26])[CH:6]=1)(=O)C.C(O)(=O)C.C(Cl)(Cl)Cl.CO. (3) Given the product [F:1][C:2]1[CH:3]=[CH:4][C:5]([O:15][CH3:16])=[C:6]([C:8]2[CH2:13][CH2:12][NH:11][CH2:10][CH:9]=2)[CH:7]=1, predict the reactants needed to synthesize it. The reactants are: [F:1][C:2]1[CH:3]=[CH:4][C:5]([O:15][CH3:16])=[C:6]([C:8]2(O)[CH2:13][CH2:12][NH:11][CH2:10][CH2:9]2)[CH:7]=1.[OH-].[Na+]. (4) Given the product [O:23]=[C:14]1[N:13]([C:10]2[CH:9]=[CH:8][C:7]([C:1]34[CH2:6][CH:5]3[CH2:4][N:3]([C:34]3[CH:39]=[CH:38][CH:37]=[CH:36][N:35]=3)[CH2:2]4)=[CH:12][CH:11]=2)[CH2:17][C@H:16]([CH2:18][NH:19][C:20](=[O:22])[CH3:21])[O:15]1, predict the reactants needed to synthesize it. The reactants are: [C:1]12([C:7]3[CH:12]=[CH:11][C:10]([N:13]4[CH2:17][C@H:16]([CH2:18][NH:19][C:20](=[O:22])[CH3:21])[O:15][C:14]4=[O:23])=[CH:9][CH:8]=3)[CH2:6][CH:5]1[CH2:4][NH:3][CH2:2]2.CCN(C(C)C)C(C)C.Br[C:34]1[CH:39]=[CH:38][CH:37]=[CH:36][N:35]=1. (5) Given the product [Cl:1][C:2]1[C:7]([C:16]([OH:18])=[O:17])=[C:6]([O:8][CH3:9])[CH:5]=[C:4]([Cl:10])[N:3]=1, predict the reactants needed to synthesize it. The reactants are: [Cl:1][C:2]1[CH:7]=[C:6]([O:8][CH3:9])[CH:5]=[C:4]([Cl:10])[N:3]=1.C([Li])CCC.[C:16](=[O:18])=[O:17].Cl. (6) Given the product [CH3:1][O:2][C:3](=[O:14])/[CH:4]=[CH:5]/[C:6]1[CH:11]=[C:10]([Cl:12])[CH:9]=[CH:8][C:7]=1[NH:13][C:16]([O:18][C:19]([CH3:22])([CH3:21])[CH3:20])=[O:15], predict the reactants needed to synthesize it. The reactants are: [CH3:1][O:2][C:3](=[O:14])/[CH:4]=[CH:5]/[C:6]1[CH:11]=[C:10]([Cl:12])[CH:9]=[CH:8][C:7]=1[NH2:13].[O:15](C(OC(C)(C)C)=O)[C:16]([O:18][C:19]([CH3:22])([CH3:21])[CH3:20])=O.